Regression. Given a peptide amino acid sequence and an MHC pseudo amino acid sequence, predict their binding affinity value. This is MHC class I binding data. From a dataset of Peptide-MHC class I binding affinity with 185,985 pairs from IEDB/IMGT. (1) The peptide sequence is LTIKDSSNK. The MHC is HLA-A03:01 with pseudo-sequence HLA-A03:01. The binding affinity (normalized) is 0.379. (2) The peptide sequence is KLEEEQIIL. The MHC is HLA-A02:06 with pseudo-sequence HLA-A02:06. The binding affinity (normalized) is 0.367.